Dataset: Full USPTO retrosynthesis dataset with 1.9M reactions from patents (1976-2016). Task: Predict the reactants needed to synthesize the given product. Given the product [OH:42][CH2:41][CH2:40][O:43][C:7]1[N:8]=[C:3]([O:2][CH3:1])[C:4]2[C:15]([C:16]3[CH:21]=[CH:20][CH:19]=[CH:18][CH:17]=3)=[C:14]([C:22]3[CH:27]=[CH:26][C:25]([C:28]4([NH:32][C:33](=[O:39])[O:34][C:35]([CH3:38])([CH3:37])[CH3:36])[CH2:31][CH2:30][CH2:29]4)=[CH:24][CH:23]=3)[O:13][C:5]=2[N:6]=1, predict the reactants needed to synthesize it. The reactants are: [CH3:1][O:2][C:3]1[C:4]2[C:15]([C:16]3[CH:21]=[CH:20][CH:19]=[CH:18][CH:17]=3)=[C:14]([C:22]3[CH:27]=[CH:26][C:25]([C:28]4([NH:32][C:33](=[O:39])[O:34][C:35]([CH3:38])([CH3:37])[CH3:36])[CH2:31][CH2:30][CH2:29]4)=[CH:24][CH:23]=3)[O:13][C:5]=2[N:6]=[C:7](S(C)(=O)=O)[N:8]=1.[CH2:40]([OH:43])[CH2:41][OH:42].CCN(C(C)C)C(C)C.